From a dataset of Forward reaction prediction with 1.9M reactions from USPTO patents (1976-2016). Predict the product of the given reaction. (1) Given the reactants [N:1]1[CH:6]=[CH:5][CH:4]=[CH:3][C:2]=1[C:7]1[CH:12]=[CH:11][CH:10]=[C:9]([NH2:13])[C:8]=1[NH2:14].[ClH:15], predict the reaction product. The product is: [ClH:15].[ClH:15].[ClH:15].[N:1]1[CH:6]=[CH:5][CH:4]=[CH:3][C:2]=1[C:7]1[CH:12]=[CH:11][CH:10]=[C:9]([NH2:13])[C:8]=1[NH2:14]. (2) Given the reactants C(N(S(F)(F)F)CC)C.[CH3:10][O:11][C:12](=[O:28])[CH:13]([NH:16][C:17](=[O:27])[CH2:18][C:19]1[CH:24]=[CH:23][C:22]([O:25][CH3:26])=[CH:21][CH:20]=1)[CH2:14]O.C(Br)(Cl)(Cl)Cl.C1CCN2C(=NCCC2)CC1.C([O-])(O)=O.[Na+], predict the reaction product. The product is: [CH3:10][O:11][C:12]([C:13]1[N:16]=[C:17]([CH2:18][C:19]2[CH:24]=[CH:23][C:22]([O:25][CH3:26])=[CH:21][CH:20]=2)[O:27][CH:14]=1)=[O:28]. (3) The product is: [Cl:1][C:2]1[CH:3]=[C:4]([C:9](=[O:11])[CH3:10])[CH:5]=[CH:6][C:7]=1[O:8][CH3:12]. Given the reactants [Cl:1][C:2]1[CH:3]=[C:4]([C:9](=[O:11])[CH3:10])[CH:5]=[CH:6][C:7]=1[OH:8].[C:12]([O-])([O-])=O.[K+].[K+].[OH-].[Na+].O, predict the reaction product. (4) Given the reactants [CH3:1][O:2][CH:3]([O:14][CH3:15])[CH2:4][NH:5][CH2:6][C:7]1[CH:12]=[CH:11][C:10]([F:13])=[CH:9][CH:8]=1.[C:16]([NH:19][CH2:20][C:21](O)=[O:22])(=[O:18])[CH3:17].C(Cl)CCl.C1C=CC2N(O)N=NC=2C=1, predict the reaction product. The product is: [C:16]([NH:19][CH2:20][C:21]([N:5]([CH2:4][CH:3]([O:14][CH3:15])[O:2][CH3:1])[CH2:6][C:7]1[CH:8]=[CH:9][C:10]([F:13])=[CH:11][CH:12]=1)=[O:22])(=[O:18])[CH3:17].